Dataset: Full USPTO retrosynthesis dataset with 1.9M reactions from patents (1976-2016). Task: Predict the reactants needed to synthesize the given product. (1) Given the product [ClH:30].[NH2:21][C:11]1[C:12]2[C:17](=[CH:16][CH:15]=[C:14]([O:19][CH3:20])[CH:13]=2)[CH:18]=[C:9]([C:7]2[CH:6]=[CH:5][N:4]=[C:3]([N:2]([CH3:1])[CH3:29])[N:8]=2)[CH:10]=1, predict the reactants needed to synthesize it. The reactants are: [CH3:1][N:2]([CH3:29])[C:3]1[N:8]=[C:7]([C:9]2[CH:10]=[C:11]([NH:21]C(=O)OC(C)(C)C)[C:12]3[C:17]([CH:18]=2)=[CH:16][CH:15]=[C:14]([O:19][CH3:20])[CH:13]=3)[CH:6]=[CH:5][N:4]=1.[ClH:30].C(OCC)C. (2) Given the product [ClH:1].[Cl:31][C:32]1[CH:37]=[CH:36][C:35]([CH2:38][C:39]2[C:48]3[C:43](=[CH:44][CH:45]=[CH:46][CH:47]=3)[C:42](=[O:49])[N:41]([CH2:50][C@H:51]3[CH2:55][CH2:54][CH2:53][N:52]3[CH2:56][CH2:57][C:58]3[O:60][N:96]=[C:92]([CH2:93][CH2:94][CH3:95])[N:91]=3)[N:40]=2)=[CH:34][CH:33]=1, predict the reactants needed to synthesize it. The reactants are: [Cl:1]C1C=CC(CC2C3C(=CC=CC=3)C(=O)N(C[C@H]3CCCN3CCC(O)=O)N=2)=CC=1.[Cl:31][C:32]1[CH:37]=[CH:36][C:35]([CH2:38][C:39]2[C:48]3[C:43](=[CH:44][CH:45]=[CH:46][CH:47]=3)[C:42](=[O:49])[N:41]([CH2:50][C@H:51]3[CH2:55][CH2:54][CH2:53][N:52]3[CH2:56][CH2:57][C:58]([OH:60])=O)[N:40]=2)=[CH:34][CH:33]=1.C(N(CC)CC)C.CN(C(ON1N=NC2C=CC=CC1=2)=[N+](C)C)C.[B-](F)(F)(F)F.O[NH:91][C:92](=[NH:96])[CH2:93][CH2:94][CH3:95]. (3) Given the product [Br:12][C:10]1[CH:11]=[C:2]([NH:1][C@H:15]2[CH2:16][CH2:17][C@H:18]([NH:21][C:22]([O:23][C:24]([CH3:27])([CH3:26])[CH3:25])=[O:28])[CH2:19][CH2:20]2)[C:3]([CH3:13])=[C:4]([CH:9]=1)[C:5]([O:7][CH3:8])=[O:6], predict the reactants needed to synthesize it. The reactants are: [NH2:1][C:2]1[C:3]([CH3:13])=[C:4]([CH:9]=[C:10]([Br:12])[CH:11]=1)[C:5]([O:7][CH3:8])=[O:6].O=[C:15]1[CH2:20][CH2:19][CH:18]([NH:21][C:22](=[O:28])[O:23][C:24]([CH3:27])([CH3:26])[CH3:25])[CH2:17][CH2:16]1.C(O)(=O)C.C(O[BH-](OC(=O)C)OC(=O)C)(=O)C.[Na+]. (4) Given the product [Br:27][C:28]1[S:29][CH:30]=[C:31]([C:33]([NH:9][C:8]2[C:3]([O:2][CH3:1])=[N:4][C:5]([NH:12][CH2:13][C:14]3[N:15]([CH2:19][O:20][CH2:21][CH2:22][Si:23]([CH3:24])([CH3:26])[CH3:25])[CH:16]=[CH:17][N:18]=3)=[N:6][C:7]=2[O:10][CH3:11])=[O:34])[N:32]=1, predict the reactants needed to synthesize it. The reactants are: [CH3:1][O:2][C:3]1[C:8]([NH2:9])=[C:7]([O:10][CH3:11])[N:6]=[C:5]([NH:12][CH2:13][C:14]2[N:15]([CH2:19][O:20][CH2:21][CH2:22][Si:23]([CH3:26])([CH3:25])[CH3:24])[CH:16]=[CH:17][N:18]=2)[N:4]=1.[Br:27][C:28]1[S:29][CH:30]=[C:31]([C:33](O)=[O:34])[N:32]=1.C(N(CC)CC)C.CN(C(ON1N=NC2C=CC=CC1=2)=[N+](C)C)C.F[P-](F)(F)(F)(F)F.